Dataset: Full USPTO retrosynthesis dataset with 1.9M reactions from patents (1976-2016). Task: Predict the reactants needed to synthesize the given product. (1) Given the product [CH3:17][O:16][CH:3]([O:2][CH3:1])[C:4]1[N:5]=[CH:6][C:7]2[CH2:13][CH2:12][C:11](=[O:14])[NH:10][C:8]=2[N:9]=1, predict the reactants needed to synthesize it. The reactants are: [CH3:1][O:2][CH:3]([O:16][CH3:17])[C:4]1[N:5]=[C:6](Cl)[C:7]2[CH2:13][CH2:12][C:11](=[O:14])[NH:10][C:8]=2[N:9]=1. (2) Given the product [CH2:5]([O:6][C:7](=[O:16])[CH:8]=[C:11]1[CH2:12][CH:13]2[CH:9]([CH2:8][C:7]3([O:16][CH2:17][C:4]([CH3:18])([CH3:3])[CH2:5][O:6]3)[CH2:14]2)[CH2:10]1)[CH3:4], predict the reactants needed to synthesize it. The reactants are: [H-].[Na+].[CH3:3][C:4]1([CH3:18])[CH2:17][O:16][C:7]2([CH2:14][CH:13]3[CH:9]([CH2:10][C:11](=O)[CH2:12]3)[CH2:8]2)[O:6][CH2:5]1. (3) Given the product [Br:19][C:8]1[C:7]2[C:6]3[C:14](=[CH:15][C:3]([N:2]4[CH2:30][CH2:31][NH:32][C:33]4=[O:34])=[CH:4][CH:5]=3)[NH:13][C:12]=2[C:11]([C:16]([NH2:18])=[O:17])=[CH:10][CH:9]=1, predict the reactants needed to synthesize it. The reactants are: Br.[NH2:2][C:3]1[CH:15]=[C:14]2[C:6]([C:7]3[C:8]([Br:19])=[CH:9][CH:10]=[C:11]([C:16]([NH2:18])=[O:17])[C:12]=3[NH:13]2)=[CH:5][CH:4]=1.CCN(C(C)C)C(C)C.Cl[CH2:30][CH2:31][N:32]=[C:33]=[O:34].[H-].[Na+]. (4) Given the product [CH3:13][C:4]([CH3:14])([CH2:5][O:6][CH:7]1[CH2:12][CH2:11][CH2:10][CH2:9][O:8]1)[CH2:3][CH2:2][N:19]1[C:15](=[O:25])[C:16]2[C:17](=[CH:21][CH:22]=[CH:23][CH:24]=2)[C:18]1=[O:20], predict the reactants needed to synthesize it. The reactants are: Cl[CH2:2][CH2:3][C:4]([CH3:14])([CH3:13])[CH2:5][O:6][CH:7]1[CH2:12][CH2:11][CH2:10][CH2:9][O:8]1.[C:15]1(=[O:25])[NH:19][C:18](=[O:20])[C:17]2=[CH:21][CH:22]=[CH:23][CH:24]=[C:16]12.[K]. (5) Given the product [C:1]([O:5][C:6]([N:8]1[CH2:9][CH2:10][N:11]([C:14]([C:16]2[CH:24]=[CH:23][C:19]3[N:20]([CH2:6][N:8]([CH3:13])[CH3:9])[CH:21]=[N:22][C:18]=3[CH:17]=2)=[O:15])[CH2:12][CH2:13]1)=[O:7])([CH3:4])([CH3:2])[CH3:3], predict the reactants needed to synthesize it. The reactants are: [C:1]([O:5][C:6]([N:8]1[CH2:13][CH2:12][N:11]([C:14]([C:16]2[CH:24]=[CH:23][C:19]3[NH:20][CH:21]=[N:22][C:18]=3[CH:17]=2)=[O:15])[CH2:10][CH2:9]1)=[O:7])([CH3:4])([CH3:3])[CH3:2].C(=O)([O-])[O-].[K+].[K+].C1(=O)OC(=O)CC1. (6) Given the product [CH2:24]([CH:21]1[CH2:20][CH2:19][CH:18]([CH2:17][CH2:16][C:13]2[CH:12]=[CH:11][C:10]([C@H:7]3[CH2:8][CH2:9][C@H:4]([CH:3]=[O:2])[CH2:5][CH2:6]3)=[CH:15][CH:14]=2)[CH2:23][CH2:22]1)[CH2:25][CH3:26], predict the reactants needed to synthesize it. The reactants are: C[O:2][CH:3]=[C:4]1[CH2:9][CH2:8][CH:7]([C:10]2[CH:15]=[CH:14][C:13]([CH2:16][CH2:17][CH:18]3[CH2:23][CH2:22][CH:21]([CH2:24][CH2:25][CH3:26])[CH2:20][CH2:19]3)=[CH:12][CH:11]=2)[CH2:6][CH2:5]1.Cl. (7) The reactants are: [F:1][C:2]([F:16])([C:12]([F:15])([F:14])[F:13])[CH2:3][CH2:4][CH2:5][S:6]([CH2:8][CH2:9][CH2:10]Cl)=[O:7].[CH3:17][O:18][CH2:19][CH2:20][NH2:21]. Given the product [CH3:17][O:18][CH2:19][CH2:20][NH:21][CH2:10][CH2:9][CH2:8][S:6]([CH2:5][CH2:4][CH2:3][C:2]([F:16])([F:1])[C:12]([F:15])([F:14])[F:13])=[O:7], predict the reactants needed to synthesize it.